This data is from Forward reaction prediction with 1.9M reactions from USPTO patents (1976-2016). The task is: Predict the product of the given reaction. (1) Given the reactants C([O:5][C:6]([C:8]1[CH:13]=[C:12]([CH3:14])[C:11](/[CH:15]=[CH:16]/[CH:17]2[CH2:22][CH2:21][N:20]([C:23]([O:25][C:26]([CH3:29])([CH3:28])[CH3:27])=[O:24])[CH2:19][CH2:18]2)=[C:10]([CH3:30])[CH:9]=1)=[O:7])CCC.O1CCCC1, predict the reaction product. The product is: [C:26]([O:25][C:23]([N:20]1[CH2:19][CH2:18][CH:17](/[CH:16]=[CH:15]/[C:11]2[C:10]([CH3:30])=[CH:9][C:8]([C:6]([OH:7])=[O:5])=[CH:13][C:12]=2[CH3:14])[CH2:22][CH2:21]1)=[O:24])([CH3:29])([CH3:28])[CH3:27]. (2) Given the reactants [F:1][C:2]([F:20])([F:19])[C:3]1[CH:4]=[C:5]([C:9]2[CH:17]=[CH:16][CH:15]=[C:14]3[C:10]=2[CH2:11][C:12](=[O:18])[NH:13]3)[CH:6]=[CH:7][CH:8]=1.[CH3:21][C:22]1[C:26]([C:27]([N:29]2[CH2:34][CH2:33][N:32]([CH3:35])[CH2:31][CH2:30]2)=[O:28])=[CH:25][NH:24][C:23]=1[CH:36]=O, predict the reaction product. The product is: [CH3:21][C:22]1[C:26]([C:27]([N:29]2[CH2:30][CH2:31][N:32]([CH3:35])[CH2:33][CH2:34]2)=[O:28])=[CH:25][NH:24][C:23]=1[CH:36]=[C:11]1[C:10]2[C:14](=[CH:15][CH:16]=[CH:17][C:9]=2[C:5]2[CH:6]=[CH:7][CH:8]=[C:3]([C:2]([F:1])([F:19])[F:20])[CH:4]=2)[NH:13][C:12]1=[O:18]. (3) Given the reactants [Cl:1][C:2]1[C:3]([C:25]2[C:30]([Cl:31])=[CH:29][N:28]=[C:27](F)[CH:26]=2)=[N:4][C:5]([N:8]([CH2:16][CH:17]2[CH2:22][CH2:21][O:20][C:19]([CH3:24])([CH3:23])[CH2:18]2)C(=O)OC(C)(C)C)=[CH:6][CH:7]=1.[NH2:33][C@H:34]1[CH2:39][CH2:38][C@H:37](N)[CH2:36][CH2:35]1.CC[N:43](C(C)C)C(C)C, predict the reaction product. The product is: [NH2:33][C@H:34]1[CH2:39][CH2:38][C@H:37]([C:7]2[CH:6]=[C:5]([NH:8][CH2:16][CH:17]3[CH2:22][CH2:21][O:20][C:19]([CH3:23])([CH3:24])[CH2:18]3)[N:4]=[C:3]([C:25]3[C:30]([Cl:31])=[CH:29][N:28]=[C:27]([NH2:43])[CH:26]=3)[C:2]=2[Cl:1])[CH2:36][CH2:35]1. (4) The product is: [F:1][C:2]1[C:3]([O:27][CH2:35][CH:36]([CH3:38])[CH3:37])=[CH:4][CH:5]=[C:6]2[C:11]=1[C:10]([CH3:13])([CH3:12])[C:9](=[O:14])[C:8]([C:15]([NH:17][CH2:18][C:19]([O:21][C:22]([CH3:25])([CH3:24])[CH3:23])=[O:20])=[O:16])=[C:7]2[OH:26]. Given the reactants [F:1][C:2]1[C:3]([OH:27])=[CH:4][CH:5]=[C:6]2[C:11]=1[C:10]([CH3:13])([CH3:12])[C:9](=[O:14])[C:8]([C:15]([NH:17][CH2:18][C:19]([O:21][C:22]([CH3:25])([CH3:24])[CH3:23])=[O:20])=[O:16])=[C:7]2[OH:26].C([O-])([O-])=O.[K+].[K+].Br[CH2:35][CH:36]([CH3:38])[CH3:37], predict the reaction product. (5) Given the reactants C([NH+](CC)CC)C.[C:8]12([CH2:18][O:19][C:20]([C:22]([F:28])([F:27])[S:23]([O-:26])(=[O:25])=[O:24])=[O:21])[CH2:17][CH:12]3[CH2:13][CH:14]([CH2:16][CH:10]([CH2:11]3)[CH2:9]1)[CH2:15]2.O.[Br-].[C:31]1([S+:37]([C:44]2[CH:49]=[CH:48][CH:47]=[CH:46][CH:45]=2)[C:38]2[CH:43]=[CH:42][CH:41]=[CH:40][CH:39]=2)[CH:36]=[CH:35][CH:34]=[CH:33][CH:32]=1, predict the reaction product. The product is: [C:8]12([CH2:18][O:19][C:20]([C:22]([F:28])([F:27])[S:23]([O-:26])(=[O:24])=[O:25])=[O:21])[CH2:17][CH:12]3[CH2:11][CH:10]([CH2:16][CH:14]([CH2:13]3)[CH2:15]1)[CH2:9]2.[C:44]1([S+:37]([C:31]2[CH:32]=[CH:33][CH:34]=[CH:35][CH:36]=2)[C:38]2[CH:43]=[CH:42][CH:41]=[CH:40][CH:39]=2)[CH:45]=[CH:46][CH:47]=[CH:48][CH:49]=1.